Dataset: Forward reaction prediction with 1.9M reactions from USPTO patents (1976-2016). Task: Predict the product of the given reaction. (1) Given the reactants C([C:3]([C:7]1[CH:16]=[C:15]2[C:10]([CH:11]=[CH:12][C:13]([O:17]S(C(F)(F)F)(=O)=O)=[CH:14]2)=[CH:9][CH:8]=1)([OH:6])CC)C.CCN(CC)CC.CS(C)=O.[C]=O.[CH3:38][OH:39], predict the reaction product. The product is: [CH3:38][O:39][C:3]([C:7]1[CH:8]=[CH:9][C:10]2[C:15](=[CH:14][C:13]([OH:17])=[CH:12][CH:11]=2)[CH:16]=1)=[O:6]. (2) Given the reactants [F:1][C:2]([F:41])([F:40])[C:3]1[CH:4]=[C:5]([CH:33]=[C:34]([C:36]([F:39])([F:38])[F:37])[CH:35]=1)[C:6]([NH:8][CH2:9][C@H:10]1[CH2:15][CH2:14][C@H:13]([N:16]([CH2:23][CH2:24][NH:25]C(=O)OC(C)(C)C)[C:17](=[O:22])[C:18]([F:21])([F:20])[F:19])[CH2:12][CH2:11]1)=[O:7].FC(F)(F)C(O)=O, predict the reaction product. The product is: [NH2:25][CH2:24][CH2:23][N:16]([C@H:13]1[CH2:14][CH2:15][C@H:10]([CH2:9][NH:8][C:6](=[O:7])[C:5]2[CH:4]=[C:3]([C:2]([F:41])([F:1])[F:40])[CH:35]=[C:34]([C:36]([F:37])([F:38])[F:39])[CH:33]=2)[CH2:11][CH2:12]1)[C:17](=[O:22])[C:18]([F:21])([F:20])[F:19]. (3) Given the reactants O[CH2:2][C:3]1[S:11][C:10]2[C:5](=[N:6][CH:7]=[CH:8][C:9]=2[Cl:12])[CH:4]=1.[CH2:13]([N:15](CC)[CH2:16][CH3:17])[CH3:14].S(Cl)(C)(=O)=O.N1CCCC1.C(=O)(O)[O-].[Na+].S([O-])([O-])(=O)=O.[Mg+2], predict the reaction product. The product is: [Cl:12][C:9]1[CH:8]=[CH:7][N:6]=[C:5]2[CH:4]=[C:3]([CH2:2][N:15]3[CH2:16][CH2:17][CH2:14][CH2:13]3)[S:11][C:10]=12. (4) Given the reactants C([N@:20]1[CH2:22][CH:21]1[C:23]([O:25][CH3:26])=[O:24])(C1C=CC=CC=1)(C1C=CC=CC=1)C1C=CC=CC=1.[F:27][C:28]([F:33])([F:32])[C:29]([OH:31])=[O:30], predict the reaction product. The product is: [F:27][C:28]([F:33])([F:32])[C:29]([OH:31])=[O:30].[NH:20]1[CH2:22][C@H:21]1[C:23]([O:25][CH3:26])=[O:24]. (5) Given the reactants [OH:1][CH2:2][CH2:3][CH2:4][N:5]1[CH:9]=[C:8]([C:10]2[CH:11]=[CH:12][C:13]([NH:21][C:22]3[C:27]([C:28]([F:31])([F:30])[F:29])=[CH:26][N:25]=[C:24]([NH:32][C:33]4[CH:47]=[CH:46][C:36]([CH2:37][P:38](=[O:45])([O:42][CH2:43][CH3:44])[O:39][CH2:40][CH3:41])=[CH:35][C:34]=4OC)[N:23]=3)=[C:14]3[C:18]=2[CH2:17][N:16](C)[C:15]3=[O:20])[CH:7]=[N:6]1.ClC1C(C(F)(F)F)=CN=C(NC2C=CC(CP(=O)(OCC)OCC)=CC=2)N=1.NC1C=CC(C2C=NN(CCCO)C=2)=CC=1C(NC)=O, predict the reaction product. The product is: [OH:1][CH2:2][CH2:3][CH2:4][N:5]1[CH:9]=[C:8]([C:10]2[CH:11]=[CH:12][C:13]([NH:21][C:22]3[C:27]([C:28]([F:29])([F:31])[F:30])=[CH:26][N:25]=[C:24]([NH:32][C:33]4[CH:47]=[CH:46][C:36]([CH2:37][P:38](=[O:45])([O:42][CH2:43][CH3:44])[O:39][CH2:40][CH3:41])=[CH:35][CH:34]=4)[N:23]=3)=[C:14]([C:15](=[O:20])[NH:16][CH3:17])[CH:18]=2)[CH:7]=[N:6]1. (6) The product is: [ClH:26].[NH2:12][CH:10]([C:5]1[CH:4]=[C:3]([CH:8]=[C:7]([F:9])[CH:6]=1)[C:1]#[N:2])[CH3:11]. Given the reactants [C:1]([C:3]1[CH:4]=[C:5]([CH:10]([NH:12]C(=O)OC(C)(C)C)[CH3:11])[CH:6]=[C:7]([F:9])[CH:8]=1)#[N:2].O1CCOCC1.[ClH:26], predict the reaction product.